This data is from Reaction yield outcomes from USPTO patents with 853,638 reactions. The task is: Predict the reaction yield, written as a fraction of the theoretical maximum amount of product (1.0 means a 100% yield; for example, 0.34 means a 34% yield). The reactants are [Cl:1][CH:2]1[CH:7]=[C:6]([N:8]2[CH2:12][CH2:11][C@@H:10]([NH:13][S:14]([CH3:17])(=[O:16])=[O:15])[CH2:9]2)[C:5]([CH2:18][N:19]2[CH2:24][CH2:23][N:22](C(OC(C)(C)C)=O)[CH2:21][CH2:20]2)=[CH:4][CH2:3]1.C(O)(C(F)(F)F)=O. The catalyst is C(Cl)Cl. The product is [Cl:1][C:2]1[CH:3]=[CH:4][C:5]([CH2:18][N:19]2[CH2:24][CH2:23][NH:22][CH2:21][CH2:20]2)=[C:6]([N:8]2[CH2:12][CH2:11][C@@H:10]([NH:13][S:14]([CH3:17])(=[O:15])=[O:16])[CH2:9]2)[CH:7]=1. The yield is 0.910.